Dataset: Peptide-MHC class I binding affinity with 185,985 pairs from IEDB/IMGT. Task: Regression. Given a peptide amino acid sequence and an MHC pseudo amino acid sequence, predict their binding affinity value. This is MHC class I binding data. (1) The peptide sequence is ATGPVLTLW. The MHC is HLA-B57:01 with pseudo-sequence HLA-B57:01. The binding affinity (normalized) is 0.916. (2) The peptide sequence is VKDSSLLNN. The MHC is H-2-Db with pseudo-sequence H-2-Db. The binding affinity (normalized) is 0. (3) The peptide sequence is RVPNYNLIIM. The MHC is Mamu-A02 with pseudo-sequence Mamu-A02. The binding affinity (normalized) is 0.879. (4) The peptide sequence is LVCFPSTQR. The MHC is HLA-A31:01 with pseudo-sequence HLA-A31:01. The binding affinity (normalized) is 0.665. (5) The peptide sequence is SRALLLNKY. The MHC is HLA-A02:01 with pseudo-sequence HLA-A02:01. The binding affinity (normalized) is 0.0847. (6) The peptide sequence is YLDNVGVHI. The MHC is HLA-A02:06 with pseudo-sequence HLA-A02:06. The binding affinity (normalized) is 0.669. (7) The peptide sequence is YMYRVWSPL. The MHC is HLA-B45:06 with pseudo-sequence HLA-B45:06. The binding affinity (normalized) is 0.213. (8) The peptide sequence is IIYSKAGNIL. The MHC is HLA-A02:02 with pseudo-sequence HLA-A02:02. The binding affinity (normalized) is 0.802. (9) The peptide sequence is ETIGLVRAL. The binding affinity (normalized) is 0.362. The MHC is HLA-B39:01 with pseudo-sequence HLA-B39:01.